Dataset: Catalyst prediction with 721,799 reactions and 888 catalyst types from USPTO. Task: Predict which catalyst facilitates the given reaction. (1) Reactant: Br[C:2]1[CH:7]=[CH:6][C:5]([C@H:8]2[N:11]([C:12]3[CH:17]=[CH:16][CH:15]=[CH:14][CH:13]=3)[C:10](=[O:18])[C@@H:9]2[CH2:19][CH2:20][C@H:21]([O:29][Si:30]([C:33]([CH3:36])([CH3:35])[CH3:34])([CH3:32])[CH3:31])[C:22]2[CH:27]=[CH:26][C:25]([F:28])=[CH:24][CH:23]=2)=[C:4]([O:37][Si:38]([C:41]([CH3:44])([CH3:43])[CH3:42])([CH3:40])[CH3:39])[CH:3]=1.CC1(C)C(C)(C)OB([C:53]2[CH:54]=[C:55]([P:59](=[O:64])([O:62][CH3:63])[O:60][CH3:61])[CH:56]=[CH:57][CH:58]=2)O1.C(=O)([O-])[O-].[K+].[K+]. Product: [Si:38]([O:37][C:4]1[CH:3]=[C:2]([C:53]2[CH:58]=[CH:57][CH:56]=[C:55]([P:59](=[O:64])([O:62][CH3:63])[O:60][CH3:61])[CH:54]=2)[CH:7]=[CH:6][C:5]=1[C@@H:8]1[C@@H:9]([CH2:19][CH2:20][C@H:21]([O:29][Si:30]([C:33]([CH3:36])([CH3:35])[CH3:34])([CH3:32])[CH3:31])[C:22]2[CH:27]=[CH:26][C:25]([F:28])=[CH:24][CH:23]=2)[C:10](=[O:18])[N:11]1[C:12]1[CH:17]=[CH:16][CH:15]=[CH:14][CH:13]=1)([C:41]([CH3:44])([CH3:43])[CH3:42])([CH3:40])[CH3:39]. The catalyst class is: 548. (2) Reactant: CS[C:3]1[S:4][C:5]2[CH:11]=[C:10]([N+:12]([O-:14])=[O:13])[CH:9]=[CH:8][C:6]=2[N:7]=1.[F:15][C:16]([F:27])([F:26])[C:17]1[CH:22]=[CH:21][N:20]=[C:19]([CH2:23][C:24]#[N:25])[N:18]=1.C(=O)([O-])[O-].[K+].[K+].CC(=O)OCC. Product: [N+:12]([C:10]1[CH:9]=[CH:8][C:6]2[NH:7][C:3](=[C:23]([C:19]3[N:18]=[C:17]([C:16]([F:27])([F:15])[F:26])[CH:22]=[CH:21][N:20]=3)[C:24]#[N:25])[S:4][C:5]=2[CH:11]=1)([O-:14])=[O:13]. The catalyst class is: 8. (3) The catalyst class is: 12. Product: [ClH:29].[ClH:29].[NH2:19][C@H:16]1[CH2:17][CH2:18][N:14]([C@H:5]([C:6]([N:8]2[CH2:13][CH2:12][O:11][CH2:10][CH2:9]2)=[O:7])[CH2:4][CH2:3][N:2]([CH3:28])[CH3:1])[C:15]1=[O:27]. Reactant: [CH3:1][N:2]([CH3:28])[CH2:3][CH2:4][C@H:5]([N:14]1[CH2:18][CH2:17][C@H:16]([NH:19]C(=O)OC(C)(C)C)[C:15]1=[O:27])[C:6]([N:8]1[CH2:13][CH2:12][O:11][CH2:10][CH2:9]1)=[O:7].[ClH:29]. (4) Reactant: [C:1]([O:5][C:6](=[O:29])[NH:7][CH2:8][C:9]1([CH2:15][N:16]2[CH2:21][CH2:20][N:19]([CH2:22][C:23]3[CH:28]=[CH:27][CH:26]=[CH:25][CH:24]=3)[CH2:18][CH2:17]2)[CH2:14][CH2:13][CH2:12][CH2:11][CH2:10]1)([CH3:4])([CH3:3])[CH3:2].[H-].[K+].[CH2:32](I)[CH3:33].O. Product: [C:1]([O:5][C:6](=[O:29])[N:7]([CH2:8][C:9]1([CH2:15][N:16]2[CH2:17][CH2:18][N:19]([CH2:22][C:23]3[CH:24]=[CH:25][CH:26]=[CH:27][CH:28]=3)[CH2:20][CH2:21]2)[CH2:14][CH2:13][CH2:12][CH2:11][CH2:10]1)[CH2:32][CH3:33])([CH3:4])([CH3:2])[CH3:3]. The catalyst class is: 9. (5) Reactant: [CH3:1][N:2]1[CH:6]=[C:5]([C:7]2[CH:8]=[C:9]3[C:14](=[CH:15][CH:16]=2)[N:13]([C:17]2[C:21]4[CH2:22][N:23](C(OC(C)(C)C)=O)[CH2:24][CH2:25][C:20]=4[N:19](C4CCOCC4)[N:18]=2)[CH2:12][CH2:11][CH2:10]3)[CH:4]=[N:3]1.FC(F)(F)C(O)=O. Product: [CH3:1][N:2]1[CH:6]=[C:5]([C:7]2[CH:8]=[C:9]3[C:14](=[CH:15][CH:16]=2)[N:13]([C:17]2[C:21]4[CH2:22][NH:23][CH2:24][CH2:25][C:20]=4[NH:19][N:18]=2)[CH2:12][CH2:11][CH2:10]3)[CH:4]=[N:3]1. The catalyst class is: 2.